This data is from Forward reaction prediction with 1.9M reactions from USPTO patents (1976-2016). The task is: Predict the product of the given reaction. Given the reactants [CH3:1][C:2]1[N:3]([S:13]([C:16]2[CH:21]=[CH:20][CH:19]=[CH:18][CH:17]=2)(=[O:15])=[O:14])[C:4]2[CH:5]=[CH:6][CH:7]=[C:8]([CH:11]=O)[C:9]=2[CH:10]=1.[C:22]([N:29]1[CH2:34][CH2:33][NH:32][CH2:31][CH2:30]1)([O:24][C:25]([CH3:28])([CH3:27])[CH3:26])=[O:23].C(O)(=O)C.C(O[BH-](OC(=O)C)OC(=O)C)(=O)C.[Na+], predict the reaction product. The product is: [CH3:1][C:2]1[N:3]([S:13]([C:16]2[CH:21]=[CH:20][CH:19]=[CH:18][CH:17]=2)(=[O:14])=[O:15])[C:4]2[C:9]([CH:10]=1)=[C:8]([CH2:11][N:32]1[CH2:31][CH2:30][N:29]([C:22]([O:24][C:25]([CH3:28])([CH3:27])[CH3:26])=[O:23])[CH2:34][CH2:33]1)[CH:7]=[CH:6][CH:5]=2.